Dataset: Forward reaction prediction with 1.9M reactions from USPTO patents (1976-2016). Task: Predict the product of the given reaction. (1) The product is: [NH:6]1[C:7]2[C:3](=[C:2]([NH:1][C:20](=[O:21])[CH2:19][C:15]3[CH:16]=[CH:17][CH:18]=[C:13]([O:12][CH3:11])[CH:14]=3)[CH:10]=[CH:9][CH:8]=2)[CH:4]=[CH:5]1. Given the reactants [NH2:1][C:2]1[CH:10]=[CH:9][CH:8]=[C:7]2[C:3]=1[CH:4]=[CH:5][NH:6]2.[CH3:11][O:12][C:13]1[CH:14]=[C:15]([CH2:19][C:20](O)=[O:21])[CH:16]=[CH:17][CH:18]=1.CCN=C=NCCCN(C)C.Cl, predict the reaction product. (2) Given the reactants [C:1]([O:5][C:6]([N:8]1[CH2:13][CH:12]=[C:11]([C:14]2[C:22]3[S:21][C:20]([NH2:23])=[N:19][C:18]=3[C:17]([O:24][CH3:25])=[CH:16][CH:15]=2)[CH2:10][CH2:9]1)=[O:7])([CH3:4])([CH3:3])[CH3:2].O1CCOCC1.C(N(CC)CC)C.[N:39]1([C:45](Cl)=[O:46])[CH2:44][CH2:43][O:42][CH2:41][CH2:40]1, predict the reaction product. The product is: [C:1]([O:5][C:6]([N:8]1[CH2:9][CH:10]=[C:11]([C:14]2[C:22]3[S:21][C:20]([NH:23][C:45]([N:39]4[CH2:44][CH2:43][O:42][CH2:41][CH2:40]4)=[O:46])=[N:19][C:18]=3[C:17]([O:24][CH3:25])=[CH:16][CH:15]=2)[CH2:12][CH2:13]1)=[O:7])([CH3:4])([CH3:3])[CH3:2]. (3) Given the reactants [NH2:1][C:2]1[N:10]=[C:9]([O:11][CH:12]2[CH2:16][CH2:15][CH2:14][CH2:13]2)[N:8]=[C:7]2[C:3]=1[N:4]=[CH:5][N:6]2[C@H:17]1[C@@H:21]2[O:22]C(C)(C)[O:24][C@@H:20]2[C@@H:19]([C:27]([NH:29][CH:30]2[CH2:32][CH2:31]2)=[O:28])[O:18]1.C(O)(=O)C.C(O)=O, predict the reaction product. The product is: [NH2:1][C:2]1[N:10]=[C:9]([O:11][CH:12]2[CH2:13][CH2:14][CH2:15][CH2:16]2)[N:8]=[C:7]2[C:3]=1[N:4]=[CH:5][N:6]2[C@@H:17]1[O:18][C@H:19]([C:27]([NH:29][CH:30]2[CH2:31][CH2:32]2)=[O:28])[C@@H:20]([OH:24])[C@H:21]1[OH:22]. (4) Given the reactants [Cl:1][C:2]1[CH:3]=[C:4]([NH:19][C:20]2[C:30]3[CH:29]=[C:28]([CH:31]=O)[CH2:27][CH2:26][NH:25][C:24]=3[N:23]=[CH:22][N:21]=2)[CH:5]=[CH:6][C:7]=1[O:8][C:9]1[CH:14]=[CH:13][CH:12]=[C:11]([C:15]([F:18])([F:17])[F:16])[CH:10]=1.[ClH:33].[NH2:34][C:35]([CH3:42])([CH3:41])[CH2:36][O:37][CH2:38][CH2:39][OH:40].C(O[BH-](OC(=O)C)OC(=O)C)(=O)C.[Na+].O1CCCC1, predict the reaction product. The product is: [ClH:1].[ClH:33].[Cl:1][C:2]1[CH:3]=[C:4]([NH:19][C:20]2[C:30]3[CH:29]=[C:28]([CH2:31][NH:34][C:35]([CH3:42])([CH3:41])[CH2:36][O:37][CH2:38][CH2:39][OH:40])[CH2:27][CH2:26][NH:25][C:24]=3[N:23]=[CH:22][N:21]=2)[CH:5]=[CH:6][C:7]=1[O:8][C:9]1[CH:14]=[CH:13][CH:12]=[C:11]([C:15]([F:18])([F:16])[F:17])[CH:10]=1.